From a dataset of Forward reaction prediction with 1.9M reactions from USPTO patents (1976-2016). Predict the product of the given reaction. (1) Given the reactants [Cl:1][C:2]1[CH:11]=[CH:10][C:9](I)=[CH:8][C:3]=1[C:4]([O:6][CH3:7])=[O:5].B1([C:27]2[N:32]=[CH:31][CH:30]=[CH:29][CH:28]=2)OCCN(C2C=CC=CC=2)CCO1.C(=O)([O-])[O-].[K+].[K+].C1(P(C2C=CC=CC=2)C2C=CC=CC=2)C=CC=CC=1, predict the reaction product. The product is: [Cl:1][C:2]1[CH:11]=[CH:10][C:9]([C:31]2[CH:30]=[CH:29][CH:28]=[CH:27][N:32]=2)=[CH:8][C:3]=1[C:4]([O:6][CH3:7])=[O:5]. (2) Given the reactants Br[C:2]1[CH:3]=[C:4]2[C:9](=[C:10]([Cl:13])[C:11]=1[F:12])[N:8]1[C:14]([CH3:17])=[N:15][N:16]=[C:7]1[CH2:6][CH2:5]2.[CH3:18][C:19]1([CH3:35])[C:23]([CH3:25])([CH3:24])[O:22][B:21]([B:21]2[O:22][C:23]([CH3:25])([CH3:24])[C:19]([CH3:35])([CH3:18])[O:20]2)[O:20]1.C([O-])(=O)C.[K+].C(Cl)Cl, predict the reaction product. The product is: [Cl:13][C:10]1[C:11]([F:12])=[C:2]([B:21]2[O:22][C:23]([CH3:25])([CH3:24])[C:19]([CH3:35])([CH3:18])[O:20]2)[CH:3]=[C:4]2[C:9]=1[N:8]1[C:14]([CH3:17])=[N:15][N:16]=[C:7]1[CH2:6][CH2:5]2. (3) Given the reactants [NH2:1][CH2:2][C:3]1[CH:4]=[C:5]([NH:9][C:10](=[O:16])[O:11][C:12]([CH3:15])([CH3:14])[CH3:13])[CH:6]=[CH:7][CH:8]=1.[CH2:17]([N:25]=[C:26]=[S:27])[CH2:18][C:19]1[CH:24]=[CH:23][CH:22]=[CH:21][CH:20]=1, predict the reaction product. The product is: [C:19]1([CH2:18][CH2:17][NH:25][C:26](=[S:27])[NH:1][CH2:2][C:3]2[CH:4]=[C:5]([NH:9][C:10](=[O:16])[O:11][C:12]([CH3:13])([CH3:15])[CH3:14])[CH:6]=[CH:7][CH:8]=2)[CH:24]=[CH:23][CH:22]=[CH:21][CH:20]=1. (4) Given the reactants [F:1][CH2:2][CH2:3][CH2:4][O:5][C:6]1[CH:14]=[C:13]2[C:9]([CH2:10][C:11]3([CH2:20][CH2:19][CH:18]([OH:21])[CH2:17][CH2:16]3)[C:12]2=[NH:15])=[CH:8][CH:7]=1.O=[C:23]([CH3:27])[C:24](=[S:26])[NH2:25], predict the reaction product. The product is: [F:1][CH2:2][CH2:3][CH2:4][O:5][C:6]1[CH:14]=[C:13]2[C:9]([CH2:10][C:11]3([C:12]42[NH:25][C:24](=[S:26])[C:23]([CH3:27])=[N:15]4)[CH2:16][CH2:17][CH:18]([OH:21])[CH2:19][CH2:20]3)=[CH:8][CH:7]=1. (5) Given the reactants [C:1]1([CH:7]=[CH:8][CH:9]=O)[CH:6]=[CH:5][CH:4]=[CH:3][CH:2]=1.[CH3:11][NH2:12], predict the reaction product. The product is: [CH3:11][N:12]=[CH:9][CH:8]=[CH:7][C:1]1[CH:6]=[CH:5][CH:4]=[CH:3][CH:2]=1.